Dataset: Forward reaction prediction with 1.9M reactions from USPTO patents (1976-2016). Task: Predict the product of the given reaction. (1) Given the reactants [CH2:1]([O:3][C:4](=[O:23])[CH2:5][NH:6][C:7]([C:9]1[C:10](=[O:22])[S:11][C:12]2[C:17]([C:18]=1[OH:19])=[CH:16][C:15]([Cl:20])=[CH:14][C:13]=2Br)=[O:8])[CH3:2].[CH3:24][Sn](C)(C)C, predict the reaction product. The product is: [CH2:1]([O:3][C:4](=[O:23])[CH2:5][NH:6][C:7]([C:9]1[C:10](=[O:22])[S:11][C:12]2[C:17]([C:18]=1[OH:19])=[CH:16][C:15]([Cl:20])=[CH:14][C:13]=2[CH3:24])=[O:8])[CH3:2]. (2) Given the reactants [F:1][C:2]1[CH:7]=[CH:6][CH:5]=[C:4]([F:8])[C:3]=1[C:9]1[N:14]=[C:13]([C:15]([OH:17])=O)[CH:12]=[CH:11][C:10]=1[F:18].[NH2:19][C:20]1[C:21]([N:29]2[CH2:34][C@H:33]([C:35]([F:38])([F:37])[F:36])[CH2:32][C@H:31]([NH:39]C(=O)OC(C)(C)C)[CH2:30]2)=[C:22]2[CH2:28][CH2:27][O:26][C:23]2=[N:24][CH:25]=1.CN(C(ON1N=NC2C=CC=NC1=2)=[N+](C)C)C.F[P-](F)(F)(F)(F)F.CCN(C(C)C)C(C)C, predict the reaction product. The product is: [NH2:39][C@H:31]1[CH2:32][C@@H:33]([C:35]([F:37])([F:38])[F:36])[CH2:34][N:29]([C:21]2[C:20]([NH:19][C:15]([C:13]3[CH:12]=[CH:11][C:10]([F:18])=[C:9]([C:3]4[C:4]([F:8])=[CH:5][CH:6]=[CH:7][C:2]=4[F:1])[N:14]=3)=[O:17])=[CH:25][N:24]=[C:23]3[O:26][CH2:27][CH2:28][C:22]=23)[CH2:30]1. (3) Given the reactants [CH3:1][Si](C=[N+]=[N-])(C)C.[NH2:8][C:9]1[CH:17]=[CH:16][CH:15]=[C:14]([Cl:18])[C:10]=1[C:11]([OH:13])=[O:12].C1C=CC=CC=1, predict the reaction product. The product is: [NH2:8][C:9]1[CH:17]=[CH:16][CH:15]=[C:14]([Cl:18])[C:10]=1[C:11]([O:13][CH3:1])=[O:12].